This data is from Catalyst prediction with 721,799 reactions and 888 catalyst types from USPTO. The task is: Predict which catalyst facilitates the given reaction. (1) Reactant: [CH3:1][O-:2].[Na+].[Cl:4][C:5]1[CH:10]=[C:9](Cl)[N:8]=[C:7]([NH2:12])[CH:6]=1.CS(C)=O. Product: [Cl:4][C:5]1[CH:10]=[C:9]([O:2][CH3:1])[N:8]=[C:7]([NH2:12])[CH:6]=1. The catalyst class is: 6. (2) Reactant: Br[C:2]1[C:3]([NH2:13])=[C:4]([C:9]([NH2:12])=[CH:10][CH:11]=1)[C:5]([O:7][CH3:8])=[O:6].[CH:14]([C:16]1[O:17][CH:18]=[CH:19][C:20]=1B1OC(C)(C)C(C)(C)O1)=O.F[B-](F)(F)F.C([PH+](C(C)(C)C)C(C)(C)C)(C)(C)C.C(=O)([O-])[O-].[Cs+].[Cs+]. Product: [NH2:12][C:9]1[C:4]([C:5]([O:7][CH3:8])=[O:6])=[C:3]2[C:2]([C:20]3[CH:19]=[CH:18][O:17][C:16]=3[CH:14]=[N:13]2)=[CH:11][CH:10]=1. The catalyst class is: 333. (3) Reactant: Br[C:2]1[CH:3]=[C:4]2[C:8](=[CH:9][CH:10]=1)[N:7]([CH:11]1[CH2:16][CH2:15][CH2:14][CH2:13][O:12]1)[N:6]=[C:5]2[C:17]1[N:22]=[C:21]([O:23][C@H:24]2[CH2:31][N:30]([C:32]([O:34][C:35]([CH3:38])([CH3:37])[CH3:36])=[O:33])[CH2:29][CH2:28][C:25]32[CH2:27][CH2:26]3)[CH:20]=[N:19][CH:18]=1.[CH3:39][Si:40]([CH3:59])([CH3:58])[C:41]#[C:42][C:43]1[CH:48]=[CH:47][CH:46]=[CH:45][C:44]=1B1OC(C)(C)C(C)(C)O1.C(=O)([O-])[O-].[K+].[K+]. Product: [O:12]1[CH2:13][CH2:14][CH2:15][CH2:16][CH:11]1[N:7]1[C:8]2[C:4](=[CH:3][C:2]([C:48]3[CH:47]=[CH:46][CH:45]=[CH:44][C:43]=3[C:42]#[C:41][Si:40]([CH3:39])([CH3:59])[CH3:58])=[CH:10][CH:9]=2)[C:5]([C:17]2[N:22]=[C:21]([O:23][C@H:24]3[CH2:31][N:30]([C:32]([O:34][C:35]([CH3:38])([CH3:36])[CH3:37])=[O:33])[CH2:29][CH2:28][C:25]43[CH2:26][CH2:27]4)[CH:20]=[N:19][CH:18]=2)=[N:6]1. The catalyst class is: 12. (4) Reactant: [OH:1][CH2:2][C:3]1[CH:7]=[C:6]([C:8]([O:10][CH2:11][CH3:12])=[O:9])[N:5]([CH:13]2[CH2:18][CH2:17][CH2:16][CH2:15][O:14]2)[N:4]=1.C(N(CC)CC)C.[CH3:26][S:27](Cl)(=[O:29])=[O:28].C([O-])(O)=O.[Na+]. Product: [CH3:26][S:27]([O:1][CH2:2][C:3]1[CH:7]=[C:6]([C:8]([O:10][CH2:11][CH3:12])=[O:9])[N:5]([CH:13]2[CH2:18][CH2:17][CH2:16][CH2:15][O:14]2)[N:4]=1)(=[O:29])=[O:28]. The catalyst class is: 2. (5) Product: [NH:3]1[C:7]2[CH:8]=[CH:9][CH:10]=[CH:11][C:6]=2[N:5]=[C:4]1[C@H:12]([NH2:22])[CH2:13][C:14]1[CH:19]=[CH:18][C:17]([CH2:20][F:21])=[CH:16][CH:15]=1. Reactant: N#N.[NH:3]1[C:7]2[CH:8]=[CH:9][CH:10]=[CH:11][C:6]=2[N:5]=[C:4]1[C@H:12]([NH:22]C(=O)OC(C)(C)C)[CH2:13][C:14]1[CH:19]=[CH:18][C:17]([CH2:20][F:21])=[CH:16][CH:15]=1.Cl. The catalyst class is: 135. (6) Reactant: [CH3:1][O:2][C:3](=[O:15])[CH2:4][O:5][C:6]1[CH:11]=[CH:10][C:9]([Cl:12])=[CH:8][C:7]=1[CH:13]=[O:14].[BH4-].[Na+].O. Product: [CH3:1][O:2][C:3](=[O:15])[CH2:4][O:5][C:6]1[CH:11]=[CH:10][C:9]([Cl:12])=[CH:8][C:7]=1[CH2:13][OH:14]. The catalyst class is: 5. (7) Reactant: [CH3:1][S:2](Cl)(=[O:4])=[O:3].[Cl:6][C:7]1[C:8]([CH2:17][O:18][C:19]2[CH:24]=[CH:23][C:22]([Cl:25])=[C:21]([Cl:26])[CH:20]=2)=[CH:9][C:10]2[O:14][N:13]=[C:12]([NH2:15])[C:11]=2[CH:16]=1. Product: [Cl:6][C:7]1[C:8]([CH2:17][O:18][C:19]2[CH:24]=[CH:23][C:22]([Cl:25])=[C:21]([Cl:26])[CH:20]=2)=[CH:9][C:10]2[O:14][N:13]=[C:12]([NH:15][S:2]([CH3:1])(=[O:4])=[O:3])[C:11]=2[CH:16]=1. The catalyst class is: 17. (8) Reactant: [CH3:1][CH:2]1[N:8](C(OC(C)(C)C)=O)[CH2:7][CH2:6][CH2:5][N:4]2[C:16]([C:19]([F:22])([F:21])[F:20])=[N:17][N:18]=[C:3]12.[ClH:23]. Product: [ClH:23].[CH3:1][CH:2]1[NH:8][CH2:7][CH2:6][CH2:5][N:4]2[C:16]([C:19]([F:22])([F:20])[F:21])=[N:17][N:18]=[C:3]12. The catalyst class is: 12. (9) Reactant: [C:1]([O:5][C:6](=[O:23])[NH:7][CH2:8][CH2:9][N:10]1[CH:18]=[C:17]2[C:12]([N:13]([CH3:22])[C:14](=[O:21])[N:15]([CH3:20])[C:16]2=[O:19])=[CH:11]1)([CH3:4])([CH3:3])[CH3:2].[B:24](OC(C)C)([O:29]C(C)C)[O:25]C(C)C. Product: [C:1]([O:5][C:6]([NH:7][CH2:8][CH2:9][N:10]1[C:18]([B:24]([OH:29])[OH:25])=[C:17]2[C:12]([N:13]([CH3:22])[C:14](=[O:21])[N:15]([CH3:20])[C:16]2=[O:19])=[CH:11]1)=[O:23])([CH3:4])([CH3:3])[CH3:2]. The catalyst class is: 1. (10) Reactant: [Cl:1][C:2]1[CH:7]=[CH:6][C:5]([C:8]2[CH:13]=[CH:12][CH:11]=[CH:10][C:9]=2[C@H:14]([NH:32][S@:33]([C:35]([CH3:38])([CH3:37])[CH3:36])=[O:34])[CH:15]2[CH2:20][CH2:19][N:18]([C:21]3[CH:31]=[CH:30][C:24]([C:25]([O:27]CC)=[O:26])=[CH:23][CH:22]=3)[CH2:17][CH2:16]2)=[CH:4][CH:3]=1.CO.[Li+].[OH-]. Product: [Cl:1][C:2]1[CH:7]=[CH:6][C:5]([C:8]2[CH:13]=[CH:12][CH:11]=[CH:10][C:9]=2[C@H:14]([NH:32][S@:33]([C:35]([CH3:38])([CH3:37])[CH3:36])=[O:34])[CH:15]2[CH2:20][CH2:19][N:18]([C:21]3[CH:31]=[CH:30][C:24]([C:25]([OH:27])=[O:26])=[CH:23][CH:22]=3)[CH2:17][CH2:16]2)=[CH:4][CH:3]=1. The catalyst class is: 20.